Dataset: Reaction yield outcomes from USPTO patents with 853,638 reactions. Task: Predict the reaction yield, written as a fraction of the theoretical maximum amount of product (1.0 means a 100% yield; for example, 0.34 means a 34% yield). (1) The reactants are C([NH:8][C:9]1[CH:14]=[CH:13][C:12]([N+:15]([O-])=O)=[CH:11][C:10]=1[S:18]([NH2:21])(=[O:20])=[O:19])C1C=CC=CC=1.O. The catalyst is [Pd].CO. The product is [NH2:8][C:9]1[CH:14]=[CH:13][C:12]([NH2:15])=[CH:11][C:10]=1[S:18]([NH2:21])(=[O:19])=[O:20]. The yield is 0.936. (2) The reactants are I[CH2:2][C@@H:3]([CH3:16])[CH2:4][N:5]1[C:10]2[CH:11]=[CH:12][CH:13]=[CH:14][C:9]=2[S:8][CH2:7][C:6]1=[O:15].[CH2:17]([CH:22]1[CH2:28][CH:27]2[NH:29][CH:24]([CH2:25][CH2:26]2)[CH2:23]1)[CH2:18][CH2:19][CH2:20][CH3:21]. The catalyst is CC#N. The product is [CH3:16][C@H:3]([CH2:2][N:29]1[CH:24]2[CH2:25][CH2:26][CH:27]1[CH2:28][CH:22]([CH2:17][CH2:18][CH2:19][CH2:20][CH3:21])[CH2:23]2)[CH2:4][N:5]1[C:10]2[CH:11]=[CH:12][CH:13]=[CH:14][C:9]=2[S:8][CH2:7][C:6]1=[O:15]. The yield is 0.490. (3) The reactants are [C:1]1([N:7]2[C:17]3[C:12](=[CH:13][CH:14]=[CH:15][CH:16]=3)[C:10](=O)[C:8]2=[O:9])[CH:6]=[CH:5][CH:4]=[CH:3][CH:2]=1.[NH2:18][C:19]1[CH:20]=[C:21]2[C:25](=[CH:26][CH:27]=1)[NH:24][CH:23]=[CH:22]2. No catalyst specified. The product is [NH:24]1[C:25]2[C:21](=[CH:20][C:19]([N:18]=[C:10]3[C:12]4[C:17](=[CH:16][CH:15]=[CH:14][CH:13]=4)[N:7]([C:1]4[CH:6]=[CH:5][CH:4]=[CH:3][CH:2]=4)[C:8]3=[O:9])=[CH:27][CH:26]=2)[CH:22]=[CH:23]1. The yield is 0.140. (4) The reactants are Br[C:2]1[C:10]([CH3:11])=[CH:9][C:5]2[N:6]=[CH:7][O:8][C:4]=2[CH:3]=1.[NH2:12][C:13]1[CH:18]=[CH:17][C:16](B2OC(C)(C)C(C)(C)O2)=[CH:15][N:14]=1.[O-]P([O-])([O-])=O.[K+].[K+].[K+]. The catalyst is C(#N)C.O1CCOCC1.O.CC(P(C(C)(C)C)C1C=CC(N(C)C)=CC=1)(C)C.CC(P(C(C)(C)C)C1C=CC(N(C)C)=CC=1)(C)C.Cl[Pd]Cl. The product is [CH3:11][C:10]1[C:2]([C:16]2[CH:17]=[CH:18][C:13]([NH2:12])=[N:14][CH:15]=2)=[CH:3][C:4]2[O:8][CH:7]=[N:6][C:5]=2[CH:9]=1. The yield is 0.825. (5) The catalyst is CN(C)C=O. The reactants are [CH:1]1([N:6]2[CH2:11][CH2:10][N:9]([C:12]([C:14]3[CH:15]=[C:16]4[C:20](=[CH:21][CH:22]=3)[NH:19][C:18]([C:23]([N:25]3[CH2:30][CH2:29][O:28][CH2:27][CH2:26]3)=[O:24])=[CH:17]4)=[O:13])[CH2:8][CH2:7]2)[CH2:5][CH2:4][CH2:3][CH2:2]1.[H-].[Na+].[CH3:33][S:34](Cl)(=[O:36])=[O:35]. The yield is 0.540. The product is [CH:1]1([N:6]2[CH2:7][CH2:8][N:9]([C:12]([C:14]3[CH:15]=[C:16]4[C:20](=[CH:21][CH:22]=3)[N:19]([S:34]([CH3:33])(=[O:36])=[O:35])[C:18]([C:23]([N:25]3[CH2:26][CH2:27][O:28][CH2:29][CH2:30]3)=[O:24])=[CH:17]4)=[O:13])[CH2:10][CH2:11]2)[CH2:5][CH2:4][CH2:3][CH2:2]1. (6) The reactants are Br[C:2]1[CH:7]=[CH:6][C:5]([C@@H:8]([N:10]2[CH2:15][CH2:14][C@:13]([CH2:22][C:23]([OH:26])([CH3:25])[CH3:24])([C:16]3[CH:21]=[CH:20][CH:19]=[CH:18][CH:17]=3)[O:12][C:11]2=[O:27])[CH3:9])=[CH:4][CH:3]=1.[CH3:28][C:29]1([CH3:45])[C:33]([CH3:35])([CH3:34])[O:32][B:31]([B:31]2[O:32][C:33]([CH3:35])([CH3:34])[C:29]([CH3:45])([CH3:28])[O:30]2)[O:30]1.CC([O-])=O.[K+]. The catalyst is CS(C)=O.C1C=CC(P([C]2[CH][CH][CH][CH]2)C2C=CC=CC=2)=CC=1.C1C=CC(P([C]2[CH][CH][CH][CH]2)C2C=CC=CC=2)=CC=1.Cl[Pd]Cl.[Fe]. The product is [OH:26][C:23]([CH3:25])([CH3:24])[CH2:22][C@@:13]1([C:16]2[CH:21]=[CH:20][CH:19]=[CH:18][CH:17]=2)[O:12][C:11](=[O:27])[N:10]([C@H:8]([C:5]2[CH:6]=[CH:7][C:2]([B:31]3[O:32][C:33]([CH3:35])([CH3:34])[C:29]([CH3:45])([CH3:28])[O:30]3)=[CH:3][CH:4]=2)[CH3:9])[CH2:15][CH2:14]1. The yield is 0.600. (7) The reactants are [F:1][C:2]1[CH:3]=[C:4]([OH:9])[CH:5]=[C:6]([F:8])[CH:7]=1.C(=O)([O-])[O-].[K+].[K+].I[CH:17]([CH3:19])[CH3:18]. The catalyst is CN(C=O)C.CCOC(C)=O. The product is [F:1][C:2]1[CH:3]=[C:4]([O:9][CH:17]([CH3:19])[CH3:18])[CH:5]=[C:6]([F:8])[CH:7]=1. The yield is 0.880.